Dataset: Forward reaction prediction with 1.9M reactions from USPTO patents (1976-2016). Task: Predict the product of the given reaction. (1) Given the reactants [N:1]1[CH:6]=[C:5]([C@@H:7]2[CH2:12][CH2:11][CH2:10][N:8]2[CH3:9])[CH:4]=[CH:3][CH:2]=1.[Br:13][CH2:14][CH2:15][C:16]#[C:17][CH2:18][CH2:19][CH2:20][CH3:21], predict the reaction product. The product is: [Br-:13].[CH3:9][N:8]1[CH2:10][CH2:11][CH2:12][C@H:7]1[C:5]1[CH:6]=[N+:1]([CH2:14][CH2:15][C:16]#[C:17][CH2:18][CH2:19][CH2:20][CH3:21])[CH:2]=[CH:3][CH:4]=1. (2) Given the reactants C[Mg+].[Br-].[F:4][C:5]1[CH:6]=[CH:7][C:8]([C:11]#[N:12])=[N:9][CH:10]=1.[C:13](OC(=O)C)(=[O:15])[CH3:14].[C:20](=O)(O)[O-].[Na+], predict the reaction product. The product is: [F:4][C:5]1[CH:6]=[CH:7][C:8]([C:11]([NH:12][C:13](=[O:15])[CH3:14])=[CH2:20])=[N:9][CH:10]=1. (3) Given the reactants C([O:4][CH:5]([CH3:24])[C:6]([NH:8][CH2:9][CH2:10][CH:11]1[C:22]2[C:21]3[O:20][C:19]([CH3:23])=[N:18][C:17]=3[CH:16]=[CH:15][C:14]=2[CH2:13][CH2:12]1)=[O:7])(=O)C.[OH-].[Na+], predict the reaction product. The product is: [OH:4][CH:5]([CH3:24])[C:6]([NH:8][CH2:9][CH2:10][CH:11]1[C:22]2[C:21]3[O:20][C:19]([CH3:23])=[N:18][C:17]=3[CH:16]=[CH:15][C:14]=2[CH2:13][CH2:12]1)=[O:7]. (4) Given the reactants [F:1][C:2]1[CH:7]=[CH:6][C:5]([CH:8]([NH:16][C:17]([C:19]2[C:20]([OH:34])=[N:21][C:22]([C:25]([NH:27][CH2:28][C:29]([O:31]CC)=[O:30])=[O:26])=[N:23][CH:24]=2)=[O:18])[C:9]2[CH:14]=[CH:13][C:12]([F:15])=[CH:11][CH:10]=2)=[CH:4][CH:3]=1, predict the reaction product. The product is: [F:1][C:2]1[CH:7]=[CH:6][C:5]([CH:8]([NH:16][C:17]([C:19]2[C:20]([OH:34])=[N:21][C:22]([C:25]([NH:27][CH2:28][C:29]([OH:31])=[O:30])=[O:26])=[N:23][CH:24]=2)=[O:18])[C:9]2[CH:10]=[CH:11][C:12]([F:15])=[CH:13][CH:14]=2)=[CH:4][CH:3]=1. (5) Given the reactants C(=O)([O-])[O-].[K+].[K+].[CH3:7][O:8][C:9]1[CH:10]=[C:11]([OH:17])[CH:12]=[CH:13][C:14]=1[O:15][CH3:16].Br[CH2:19][C:20]#[N:21], predict the reaction product. The product is: [CH3:7][O:8][C:9]1[CH:10]=[C:11]([CH:12]=[CH:13][C:14]=1[O:15][CH3:16])[O:17][CH2:19][C:20]#[N:21]. (6) Given the reactants [CH2:1]([O:3][C:4](=[O:32])[CH:5]([NH:23][C:24]1[CH:29]=[CH:28][C:27]([C:30]#[N:31])=[CH:26][CH:25]=1)[C:6]1[CH:11]=[C:10]([O:12][CH2:13][CH3:14])[CH:9]=[C:8]([O:15][CH:16]2[CH2:21][CH2:20][NH:19][CH2:18][CH2:17]2)[C:7]=1[F:22])[CH3:2].C(N(CC)CC)C.Br[CH2:41][CH2:42][OH:43], predict the reaction product. The product is: [CH2:1]([O:3][C:4](=[O:32])[CH:5]([NH:23][C:24]1[CH:25]=[CH:26][C:27]([C:30]#[N:31])=[CH:28][CH:29]=1)[C:6]1[CH:11]=[C:10]([O:12][CH2:13][CH3:14])[CH:9]=[C:8]([O:15][CH:16]2[CH2:17][CH2:18][N:19]([CH2:41][CH2:42][OH:43])[CH2:20][CH2:21]2)[C:7]=1[F:22])[CH3:2]. (7) The product is: [CH:1]1([CH2:4][N:5]2[C:9]([CH:10]([OH:11])[C:19]([F:21])([F:20])[F:18])=[CH:8][N:7]=[CH:6]2)[CH2:2][CH2:3]1. Given the reactants [CH:1]1([CH2:4][N:5]2[C:9]([CH:10]=[O:11])=[CH:8][N:7]=[CH:6]2)[CH2:3][CH2:2]1.C(=O)([O-])[O-].[K+].[K+].[F:18][C:19]([Si](C)(C)C)([F:21])[F:20], predict the reaction product. (8) Given the reactants [N:1]1[CH:6]=[CH:5][C:4]([N:7]2[CH2:12][CH2:11][CH:10]([CH2:13][NH:14]C(=O)OC(C)(C)C)[CH2:9][CH2:8]2)=[CH:3][CH:2]=1.C([Cl:25])(=O)C, predict the reaction product. The product is: [ClH:25].[ClH:25].[N:1]1[CH:6]=[CH:5][C:4]([N:7]2[CH2:8][CH2:9][CH:10]([CH2:13][NH2:14])[CH2:11][CH2:12]2)=[CH:3][CH:2]=1. (9) Given the reactants [CH:1]([CH:4]1[CH2:9][C:8](=O)[CH2:7][CH2:6][N:5]1[C:11]([O:13][CH2:14][C:15]1[CH:20]=[CH:19][CH:18]=[CH:17][CH:16]=1)=[O:12])([CH3:3])[CH3:2].ClC1C=CC(C2CC(=O)CC[N:29]2[C:35](OCC2C=CC=CC=2)=O)=CC=1.C([Mg]Cl)(C)C.O.NN.[NH:53]1CCC(=O)CC1, predict the reaction product. The product is: [CH:1]([CH:4]1[N:5]([C:11]([O:13][CH2:14][C:15]2[CH:20]=[CH:19][CH:18]=[CH:17][CH:16]=2)=[O:12])[CH2:6][C:7]2[CH:35]=[N:29][NH:53][C:8]=2[CH2:9]1)([CH3:3])[CH3:2]. (10) The product is: [ClH:29].[O:18]1[CH2:19][CH2:20][N:15]([CH2:14][CH2:13][CH2:12][NH:11][C:8]2[CH:9]=[CH:10][C:5]3[N:6]([C:2](/[CH:21]=[CH:22]/[CH2:23][CH2:24][CH3:25])=[CH:3][N:4]=3)[N:7]=2)[CH2:16][CH2:17]1. Given the reactants Br[C:2]1[N:6]2[N:7]=[C:8]([NH:11][CH2:12][CH2:13][CH2:14][N:15]3[CH2:20][CH2:19][O:18][CH2:17][CH2:16]3)[CH:9]=[CH:10][C:5]2=[N:4][CH:3]=1.[CH:21](/B(O)O)=[CH:22]\[CH2:23][CH2:24][CH3:25].[ClH:29], predict the reaction product.